The task is: Predict the product of the given reaction.. This data is from Forward reaction prediction with 1.9M reactions from USPTO patents (1976-2016). (1) Given the reactants [Cl-].O[NH3+:3].[C:4](=[O:7])([O-])[OH:5].[Na+].CS(C)=O.[CH2:13]([C:17]1[N:18]=[C:19]([CH3:51])[N:20]([CH2:39][C:40]2[S:44][C:43]([C:45]3[CH:50]=[CH:49][CH:48]=[CH:47][CH:46]=3)=[N:42][CH:41]=2)[C:21](=[O:38])[C:22]=1[CH2:23][C:24]1[CH:29]=[CH:28][C:27]([C:30]2[C:31]([C:36]#[N:37])=[CH:32][CH:33]=[CH:34][CH:35]=2)=[CH:26][CH:25]=1)[CH2:14][CH2:15][CH3:16], predict the reaction product. The product is: [CH2:13]([C:17]1[N:18]=[C:19]([CH3:51])[N:20]([CH2:39][C:40]2[S:44][C:43]([C:45]3[CH:50]=[CH:49][CH:48]=[CH:47][CH:46]=3)=[N:42][CH:41]=2)[C:21](=[O:38])[C:22]=1[CH2:23][C:24]1[CH:25]=[CH:26][C:27]([C:30]2[CH:35]=[CH:34][CH:33]=[CH:32][C:31]=2[C:36]2[NH:3][C:4](=[O:7])[O:5][N:37]=2)=[CH:28][CH:29]=1)[CH2:14][CH2:15][CH3:16]. (2) Given the reactants [NH:1]1[CH2:5][CH2:4][CH2:3][CH2:2]1.[Br:6][C:7]1[CH:8]=[C:9]([CH3:18])[C:10]([NH:13][C:14](=[O:17])[CH2:15]Cl)=[N:11][CH:12]=1.C([O-])([O-])=O.[K+].[K+], predict the reaction product. The product is: [Br:6][C:7]1[CH:8]=[C:9]([CH3:18])[C:10]([NH:13][C:14](=[O:17])[CH2:15][N:1]2[CH2:5][CH2:4][CH2:3][CH2:2]2)=[N:11][CH:12]=1. (3) Given the reactants C[N+]1([O-])CCOCC1.[OH:9][C@@H:10]([CH2:40][C@H:41]([CH2:45][OH:46])[CH:42]([CH3:44])[CH3:43])[C@@H:11]([NH:32][C:33](=[O:39])[O:34][C:35]([CH3:38])([CH3:37])[CH3:36])[CH2:12][C@H:13]([CH2:17][C:18]1[CH:26]=[C:25]2[C:21]([CH:22]=[N:23][N:24]2[CH2:27][CH2:28][CH2:29][O:30][CH3:31])=[CH:20][CH:19]=1)[CH:14]([CH3:16])[CH3:15], predict the reaction product. The product is: [CH:42]([C@H:41]1[C:45](=[O:46])[O:9][C@H:10]([C@@H:11]([NH:32][C:33](=[O:39])[O:34][C:35]([CH3:36])([CH3:37])[CH3:38])[CH2:12][C@H:13]([CH2:17][C:18]2[CH:26]=[C:25]3[C:21]([CH:22]=[N:23][N:24]3[CH2:27][CH2:28][CH2:29][O:30][CH3:31])=[CH:20][CH:19]=2)[CH:14]([CH3:15])[CH3:16])[CH2:40]1)([CH3:44])[CH3:43]. (4) Given the reactants [C:1]([O:5][C:6](=[O:25])[N:7]([CH2:9][C:10]1[CH:14]=[C:13]([Br:15])[N:12](S(C2C=CC=CC=2)(=O)=O)[CH:11]=1)[CH3:8])([CH3:4])([CH3:3])[CH3:2].O, predict the reaction product. The product is: [Br:15][C:13]1[NH:12][CH:11]=[C:10]([CH2:9][N:7]([CH3:8])[C:6](=[O:25])[O:5][C:1]([CH3:2])([CH3:3])[CH3:4])[CH:14]=1. (5) Given the reactants [C:1]([NH:9][C:10]1[CH:11]=[C:12]([NH:17][C:18](=[O:26])[C:19]2[CH:24]=[CH:23][C:22](Cl)=[N:21][CH:20]=2)[CH:13]=[CH:14][C:15]=1[Cl:16])(=[O:8])[C:2]1[CH:7]=[CH:6][CH:5]=[CH:4][CH:3]=1.[NH:27]1[CH2:32][CH2:31][CH:30]([OH:33])[CH2:29][CH2:28]1, predict the reaction product. The product is: [C:1]([NH:9][C:10]1[CH:11]=[C:12]([NH:17][C:18](=[O:26])[C:19]2[CH:24]=[CH:23][C:22]([N:27]3[CH2:32][CH2:31][CH:30]([OH:33])[CH2:29][CH2:28]3)=[N:21][CH:20]=2)[CH:13]=[CH:14][C:15]=1[Cl:16])(=[O:8])[C:2]1[CH:7]=[CH:6][CH:5]=[CH:4][CH:3]=1.